This data is from HIV replication inhibition screening data with 41,000+ compounds from the AIDS Antiviral Screen. The task is: Binary Classification. Given a drug SMILES string, predict its activity (active/inactive) in a high-throughput screening assay against a specified biological target. (1) The result is 0 (inactive). The compound is Cc1nc2c(Br)cc(Br)cc2c(=O)n1-c1ccccc1NC1OC(CO)C(O)C(O)C1O. (2) The molecule is O=S1(=O)CC#CCC(CO)C(CO)CC#CC1. The result is 0 (inactive). (3) The drug is CCCCCCCCOCC(O)CO. The result is 0 (inactive).